Dataset: CYP2D6 inhibition data for predicting drug metabolism from PubChem BioAssay. Task: Regression/Classification. Given a drug SMILES string, predict its absorption, distribution, metabolism, or excretion properties. Task type varies by dataset: regression for continuous measurements (e.g., permeability, clearance, half-life) or binary classification for categorical outcomes (e.g., BBB penetration, CYP inhibition). Dataset: cyp2d6_veith. (1) The drug is Cc1c(Nc2cc(N3CCCC(C)C3)c3nonc3c2[N+](=O)[O-])c(=O)n(-c2ccccc2)n1C. The result is 0 (non-inhibitor). (2) The molecule is CSC1=C(C#N)C(c2ccccc2Cl)C2=C(N1)c1ccccc1C2=O. The result is 0 (non-inhibitor). (3) The compound is C=CCSc1ccsc1C(=O)O. The result is 0 (non-inhibitor). (4) The compound is COc1ccc(N2CCN(C(=S)Nc3cccc(C)c3)CC2)cc1. The result is 0 (non-inhibitor). (5) The molecule is Cc1cnc(CNc2ccnc(-c3ccc(C(=O)N(C)C)cc3)n2)cn1. The result is 0 (non-inhibitor). (6) The molecule is Cn1c(=O)c2[nH]c(C3CCCC3)nc2n(C)c1=O. The result is 0 (non-inhibitor).